This data is from Forward reaction prediction with 1.9M reactions from USPTO patents (1976-2016). The task is: Predict the product of the given reaction. (1) Given the reactants [N+](=CC(=O)[CH2:5][CH2:6][C:7]1[CH:12]=[CH:11][CH:10]=[CH:9][C:8]=1[CH2:13][CH3:14])=[N-].FC(F)(F)C(O)=[O:19], predict the reaction product. The product is: [C:13]1(=[O:19])[C:8]2[C:7](=[CH:12][CH:11]=[CH:10][CH:9]=2)[CH2:6][CH2:5][CH2:14]1. (2) Given the reactants C(=O)(O)[O-].[Na+].[N:6]#[C:7]Br.[Si:9]([O:16][CH2:17][CH2:18][NH:19][C:20]1[CH:25]=[CH:24][C:23]([N:26]2[CH2:30][C@H:29]([CH2:31][NH:32][C:33]([C:35]3[S:36][C:37]([Cl:40])=[CH:38][CH:39]=3)=[O:34])[O:28][C:27]2=[O:41])=[CH:22][CH:21]=1)([C:12]([CH3:15])([CH3:14])[CH3:13])([CH3:11])[CH3:10].O, predict the reaction product. The product is: [Si:9]([O:16][CH2:17][CH2:18][N:19]([C:7]#[N:6])[C:20]1[CH:21]=[CH:22][C:23]([N:26]2[CH2:30][C@H:29]([CH2:31][NH:32][C:33]([C:35]3[S:36][C:37]([Cl:40])=[CH:38][CH:39]=3)=[O:34])[O:28][C:27]2=[O:41])=[CH:24][CH:25]=1)([C:12]([CH3:15])([CH3:13])[CH3:14])([CH3:10])[CH3:11]. (3) Given the reactants [C:1]([C:3]1[CH:8]=[CH:7][C:6]([CH2:9][CH2:10][C:11]2[N:15]([CH3:16])[C:14]3[CH:17]=[CH:18][C:19]([NH:21][C:22](=O)C(F)(F)F)=[CH:20][C:13]=3[N:12]=2)=[CH:5][CH:4]=1)#[N:2].C(=O)([O-])[O-].[K+].[K+].CI, predict the reaction product. The product is: [C:1]([C:3]1[CH:8]=[CH:7][C:6]([CH2:9][CH2:10][C:11]2[N:15]([CH3:16])[C:14]3[CH:17]=[CH:18][C:19]([NH:21][CH3:22])=[CH:20][C:13]=3[N:12]=2)=[CH:5][CH:4]=1)#[N:2]. (4) The product is: [F:1][C:2]1[CH:3]=[C:4]([N+:9]([O-:11])=[O:10])[CH:5]=[CH:6][C:7]=1[N:13]1[CH2:14][CH2:15][C:16]2[C:21](=[CH:20][CH:19]=[CH:18][CH:17]=2)[CH2:12]1. Given the reactants [F:1][C:2]1[CH:3]=[C:4]([N+:9]([O-:11])=[O:10])[CH:5]=[CH:6][C:7]=1F.[CH2:12]1[C:21]2[C:16](=[CH:17][CH:18]=[CH:19][CH:20]=2)[CH2:15][CH2:14][NH:13]1.CCN(CC)CC, predict the reaction product.